This data is from Reaction yield outcomes from USPTO patents with 853,638 reactions. The task is: Predict the reaction yield, written as a fraction of the theoretical maximum amount of product (1.0 means a 100% yield; for example, 0.34 means a 34% yield). The reactants are Cl[C:2]1[S:3][C:4]([Cl:18])=[CH:5][C:6]=1[C:7]([NH:9][C:10]1[CH:15]=[CH:14][C:13]([CH3:16])=[CH:12][C:11]=1[OH:17])=[O:8].C(=O)([O-])[O-].[K+].[K+]. The catalyst is CS(C)=O. The product is [Cl:18][C:4]1[S:3][C:2]2[O:17][C:11]3[CH:12]=[C:13]([CH3:16])[CH:14]=[CH:15][C:10]=3[NH:9][C:7](=[O:8])[C:6]=2[CH:5]=1. The yield is 0.870.